From a dataset of Forward reaction prediction with 1.9M reactions from USPTO patents (1976-2016). Predict the product of the given reaction. (1) Given the reactants [CH3:1][O:2][CH2:3][CH2:4][CH2:5][S:6]([C:9]1[CH:14]=[CH:13][C:12]([C:15]2[CH:20]=[CH:19][C:18]([CH2:21][CH2:22][OH:23])=[CH:17][CH:16]=2)=[CH:11][CH:10]=1)(=[O:8])=[O:7].C(#N)C.C(N(CC)C(C)C)(C)C.[CH3:36][S:37](Cl)(=[O:39])=[O:38], predict the reaction product. The product is: [CH3:36][S:37]([O:23][CH2:22][CH2:21][C:18]1[CH:17]=[CH:16][C:15]([C:12]2[CH:13]=[CH:14][C:9]([S:6]([CH2:5][CH2:4][CH2:3][O:2][CH3:1])(=[O:7])=[O:8])=[CH:10][CH:11]=2)=[CH:20][CH:19]=1)(=[O:39])=[O:38]. (2) Given the reactants [F:1][C:2]1[CH:7]=[CH:6][CH:5]=[CH:4][C:3]=1[CH2:8][C:9]([OH:11])=O.C(Cl)(=O)C(Cl)=O.[NH2:18][C:19](=[N:25]O)[C:20]([O:22][CH2:23][CH3:24])=[O:21].C(N(CC)C(C)C)(C)C, predict the reaction product. The product is: [F:1][C:2]1[CH:7]=[CH:6][CH:5]=[CH:4][C:3]=1[CH2:8][C:9]1[O:11][N:25]=[C:19]([C:20]([O:22][CH2:23][CH3:24])=[O:21])[N:18]=1. (3) The product is: [CH3:36][N:33]1[CH2:34][CH2:35][N:30]([C:26]2[CH:25]=[C:24]([N:21]3[C:11]4[N:12]=[C:13]([N:15]5[CH2:16][CH2:17][O:18][CH2:19][CH2:20]5)[N:14]=[C:9]([C:5]5[CH:4]=[C:3]([OH:2])[CH:8]=[CH:7][CH:6]=5)[C:10]=4[CH2:23][CH2:22]3)[CH:29]=[CH:28][N:27]=2)[CH2:31][CH2:32]1. Given the reactants C[O:2][C:3]1[CH:4]=[C:5]([C:9]2[C:10]3[CH2:23][CH2:22][N:21]([C:24]4[CH:29]=[CH:28][N:27]=[C:26]([N:30]5[CH2:35][CH2:34][N:33]([CH3:36])[CH2:32][CH2:31]5)[CH:25]=4)[C:11]=3[N:12]=[C:13]([N:15]3[CH2:20][CH2:19][O:18][CH2:17][CH2:16]3)[N:14]=2)[CH:6]=[CH:7][CH:8]=1.C([S-])C.[Na+].O, predict the reaction product. (4) Given the reactants C(OC([N:8]1[CH2:13][CH2:12][N:11]([CH2:14][C:15]([NH:17][C@H:18]2[CH2:22][CH2:21][N:20]([S:23]([C:26]3[C:27]4[C:28]([Cl:36])=[CH:29][N:30]=[CH:31][C:32]=4[CH:33]=[CH:34][CH:35]=3)(=[O:25])=[O:24])[CH2:19]2)=[O:16])[CH2:10][CH2:9]1)=O)(C)(C)C.Cl.C(OC(N1CCN(CC(O)=O)CC1)=O)(C)(C)C.COCC(O)=O, predict the reaction product. The product is: [N:11]1([CH2:14][C:15]([NH:17][C@@H:18]2[CH2:22][CH2:21][N:20]([S:23]([C:26]3[C:27]4[C:28]([Cl:36])=[CH:29][N:30]=[CH:31][C:32]=4[CH:33]=[CH:34][CH:35]=3)(=[O:25])=[O:24])[CH2:19]2)=[O:16])[CH2:12][CH2:13][NH:8][CH2:9][CH2:10]1. (5) Given the reactants C(OC(N1CCC(C([O:20][C:21]2[CH:43]=[CH:42][C:24]3[C:25]4[N:29]([CH2:30][CH2:31][O:32][C:23]=3[CH:22]=2)[CH:28]=[C:27]([C:33]2[N:34]([CH:39]([CH3:41])[CH3:40])[N:35]=[C:36]([CH3:38])[N:37]=2)[N:26]=4)CC)CC1)=O)C1C=CC=CC=1.C([O-])([O-])=O.[Cs+].[Cs+].[CH2:50]([O:57][C:58](=[O:72])[C:59](Br)([CH3:70])[CH2:60][CH2:61][O:62][CH2:63][C:64]1[CH:69]=[CH:68][CH:67]=[CH:66][CH:65]=1)[C:51]1[CH:56]=[CH:55][CH:54]=[CH:53][CH:52]=1, predict the reaction product. The product is: [CH2:50]([O:57][C:58](=[O:72])[C:59]([O:20][C:21]1[CH:43]=[CH:42][C:24]2[C:25]3[N:29]([CH2:30][CH2:31][O:32][C:23]=2[CH:22]=1)[CH:28]=[C:27]([C:33]1[N:34]([CH:39]([CH3:41])[CH3:40])[N:35]=[C:36]([CH3:38])[N:37]=1)[N:26]=3)([CH3:70])[CH2:60][CH2:61][O:62][CH2:63][C:64]1[CH:69]=[CH:68][CH:67]=[CH:66][CH:65]=1)[C:51]1[CH:52]=[CH:53][CH:54]=[CH:55][CH:56]=1. (6) Given the reactants [Cl:1][C:2]1[CH:3]=[CH:4][C:5]([NH:8][C:9](=[O:17])[C:10]2[CH:15]=[CH:14][CH:13]=[CH:12][C:11]=2[OH:16])=[N:6][CH:7]=1.C(OC([N:25]1[CH2:30][CH2:29]C(CO)[CH2:27][CH2:26]1)=O)(C)(C)C.[C:33]1(P(C2C=CC=CC=2)C2C=CC=CC=2)C=CC=CC=1.[N+](C(OCC)=O)(C(OCC)=O)=[N-].[CH2:64]1[CH2:68]O[CH2:66][CH2:65]1, predict the reaction product. The product is: [ClH:1].[Cl:1][C:2]1[CH:3]=[CH:4][C:5]([NH:8][C:9](=[O:17])[C:10]2[CH:15]=[CH:14][CH:13]=[CH:12][C:11]=2[O:16][CH2:66][CH:65]2[CH2:29][CH2:30][N:25]([CH:26]([CH3:27])[CH3:33])[CH2:68][CH2:64]2)=[N:6][CH:7]=1.